Dataset: Full USPTO retrosynthesis dataset with 1.9M reactions from patents (1976-2016). Task: Predict the reactants needed to synthesize the given product. (1) The reactants are: [Cl:1][C:2]([Cl:28])([Cl:27])[CH2:3][O:4][C:5]([C@@H:7]1[CH2:12][CH2:11][CH2:10][N:9]([C:13]([O:15]C(C)(C)C)=O)[N:8]1C(OC(C)(C)C)=O)=[O:6].FC(F)(F)C(O)=O.[C:36]([O:40][C:41]([NH:43][C@@H:44]([CH2:48][O:49][CH:50]([F:52])[F:51])C(O)=O)=[O:42])([CH3:39])([CH3:38])[CH3:37].F[P-](F)(F)(F)(F)F.CN(C(N(C)C)=[N+]1C2C(=NC=CC=2)[N+]([O-])=N1)C.C(N(CC)C(C)C)(C)C. Given the product [Cl:28][C:2]([Cl:1])([Cl:27])[CH2:3][O:4][C:5]([C@@H:7]1[CH2:12][CH2:11][CH2:10][N:9]([C:13](=[O:15])[C@@H:44]([NH:43][C:41]([O:40][C:36]([CH3:39])([CH3:38])[CH3:37])=[O:42])[CH2:48][O:49][CH:50]([F:52])[F:51])[NH:8]1)=[O:6], predict the reactants needed to synthesize it. (2) Given the product [Cl:22][C:10]1[O:11][C:12]([CH2:13][CH2:14][C:15]([O:17][CH3:18])=[O:16])=[C:8]([C:4]2[CH:5]=[CH:6][CH:7]=[C:2]([Cl:1])[CH:3]=2)[N:9]=1, predict the reactants needed to synthesize it. The reactants are: [Cl:1][C:2]1[CH:3]=[C:4]([C:8]2[NH:9][C:10](=O)[O:11][C:12]=2[CH2:13][CH2:14][C:15]([O:17][CH3:18])=[O:16])[CH:5]=[CH:6][CH:7]=1.P(Cl)(Cl)([Cl:22])=O.N1C=CC=CC=1.C(#N)C. (3) Given the product [CH3:14][C@H:9]1[O:10][C@@H:11]([CH3:13])[CH2:12][N:7]([CH2:6][C:5]2[CH:15]=[CH:16][C:2](/[CH:26]=[CH:25]/[B:20]3[O:21][C:22]([CH3:24])([CH3:23])[C:18]([CH3:27])([CH3:17])[O:19]3)=[CH:3][CH:4]=2)[CH2:8]1, predict the reactants needed to synthesize it. The reactants are: Br[C:2]1[CH:16]=[CH:15][C:5]([CH2:6][N:7]2[CH2:12][C@H:11]([CH3:13])[O:10][C@H:9]([CH3:14])[CH2:8]2)=[CH:4][CH:3]=1.[CH3:17][C:18]1([CH3:27])[C:22]([CH3:24])([CH3:23])[O:21][B:20]([CH:25]=[CH2:26])[O:19]1.C(N(CC)CC)C. (4) Given the product [CH:22]([C:6]1[C:7]([C:11]2[CH:16]=[CH:15][C:14]([O:17][CH:18]([CH3:20])[CH3:19])=[C:13]([CH3:21])[CH:12]=2)=[N:8][N:9]([CH3:10])[C:5]=1[S:2][CH3:1])=[O:23], predict the reactants needed to synthesize it. The reactants are: [CH3:1][S-:2].[Na+].Cl[C:5]1[N:9]([CH3:10])[N:8]=[C:7]([C:11]2[CH:16]=[CH:15][C:14]([O:17][CH:18]([CH3:20])[CH3:19])=[C:13]([CH3:21])[CH:12]=2)[C:6]=1[CH:22]=[O:23].O1CCCC1. (5) Given the product [CH2:9]([O:8][C:5]1[CH:6]=[CH:7][C:2]([C:11]#[C:12][C:20]2[CH:32]=[CH:31][C:23]([O:24][CH:25]3[CH2:30][CH2:29][CH2:28][CH2:27][O:26]3)=[CH:22][CH:21]=2)=[CH:3][CH:4]=1)[CH3:10], predict the reactants needed to synthesize it. The reactants are: Br[C:2]1[CH:7]=[CH:6][C:5]([O:8][CH2:9][CH3:10])=[CH:4][CH:3]=1.[CH3:11][C:12](O)(C#C)C.[OH-].[K+].Br[C:20]1[CH:32]=[CH:31][C:23]([O:24][CH:25]2[CH2:30][CH2:29][CH2:28][CH2:27][O:26]2)=[CH:22][CH:21]=1.Cl. (6) Given the product [CH3:8][C-:3]1[CH:7]=[CH:6][CH:5]=[CH:4]1.[C-:8]1([CH3:3])[CH:12]=[CH:11][CH:10]=[CH:9]1.[Ti+2:13], predict the reactants needed to synthesize it. The reactants are: [Cl-].[Cl-].[CH-:3]1[CH:7]=[CH:6][CH:5]=[CH:4]1.[CH-:8]1[CH:12]=[CH:11][CH:10]=[CH:9]1.[Ti+2:13].C[Li]. (7) Given the product [NH2:11][C:10]1[C:2]([Br:1])=[C:3]([CH:7]=[C:8]([F:14])[CH:9]=1)[C:4]([O:6][CH3:15])=[O:5], predict the reactants needed to synthesize it. The reactants are: [Br:1][C:2]1[C:10]([N+:11]([O-])=O)=[CH:9][C:8]([F:14])=[CH:7][C:3]=1[C:4]([O-:6])=[O:5].[C:15]([O-])(O)=O.[Na+]. (8) Given the product [Cl:21][C:22]1[C:23]([F:32])=[C:24]([C:25]2[O:15][N:14]=[C:13]([CH2:12][N:8]3[C:9]4[C:5](=[C:4]([C:17]([F:19])([F:20])[F:18])[C:3]([C:1]#[N:2])=[CH:11][CH:10]=4)[CH:6]=[CH:7]3)[N:16]=2)[CH:28]=[CH:29][C:30]=1[F:31], predict the reactants needed to synthesize it. The reactants are: [C:1]([C:3]1[C:4]([C:17]([F:20])([F:19])[F:18])=[C:5]2[C:9](=[CH:10][CH:11]=1)[N:8]([CH2:12][C:13](=[NH:16])[NH:14][OH:15])[CH:7]=[CH:6]2)#[N:2].[Cl:21][C:22]1[C:23]([F:32])=[C:24]([CH:28]=[CH:29][C:30]=1[F:31])[C:25](O)=O.